This data is from Reaction yield outcomes from USPTO patents with 853,638 reactions. The task is: Predict the reaction yield, written as a fraction of the theoretical maximum amount of product (1.0 means a 100% yield; for example, 0.34 means a 34% yield). (1) The reactants are [CH:1]1[N:5]=[CH:4][N:3]([CH2:6][C:7]([P:13]([OH:16])([OH:15])=[O:14])([P:9]([OH:12])([OH:11])=[O:10])[OH:8])[CH:2]=1.[OH-:17].[Na+:18]. The catalyst is O. The product is [CH:1]1[N:5]=[CH:4][N:3]([CH2:6][C:7]([P:9]([O-:12])([OH:11])=[O:10])([P:13]([O-:15])([OH:16])=[O:14])[OH:8])[CH:2]=1.[OH2:17].[OH2:8].[OH2:8].[OH2:8].[Na+:18].[Na+:18]. The yield is 0.230. (2) The reactants are [N:1]1[CH:6]=[CH:5][CH:4]=[CH:3][C:2]=1[O:7][CH2:8][CH2:9][NH:10]C(=O)OC(C)(C)C.[ClH:18]. The catalyst is O1CCOCC1. The product is [ClH:18].[ClH:18].[N:1]1[CH:6]=[CH:5][CH:4]=[CH:3][C:2]=1[O:7][CH2:8][CH2:9][NH2:10]. The yield is 0.968. (3) The reactants are [F:1][C:2]([F:13])([F:12])[C:3]1[CH:8]=[CH:7][C:6]([C:9](=O)[CH3:10])=[CH:5][CH:4]=1.[NH2:14][C:15]([NH2:17])=[S:16]. No catalyst specified. The yield is 0.775. The product is [NH2:17][C:15]1[S:16][CH:10]=[C:9]([C:6]2[CH:7]=[CH:8][C:3]([C:2]([F:13])([F:12])[F:1])=[CH:4][CH:5]=2)[N:14]=1. (4) The reactants are [N:1]1[CH:6]=[C:5](B(O)O)[CH:4]=[N:3][CH:2]=1.Br[C:11]1[CH:12]=[C:13]([C:17]2([C:27]3[CH:32]=[CH:31][C:30]([O:33][CH3:34])=[C:29]([CH:35]4[CH2:37][CH2:36]4)[CH:28]=3)[C:21]3=NC=CC=[C:20]3[C:19]([NH2:26])=[N:18]2)[CH:14]=[CH:15][CH:16]=1.C(=O)([O-])[O-].[Cs+].[Cs+]. The catalyst is COCCOC.CCO.O. The product is [CH:35]1([C:29]2[CH:28]=[C:27]([C:17]3([C:13]4[CH:14]=[CH:15][CH:16]=[C:11]([C:5]5[CH:6]=[N:1][CH:2]=[N:3][CH:4]=5)[CH:12]=4)[C:21]4[C:20](=[N:1][CH:6]=[CH:5][CH:4]=4)[C:19]([NH2:26])=[N:18]3)[CH:32]=[CH:31][C:30]=2[O:33][CH3:34])[CH2:36][CH2:37]1. The yield is 0.340.